From a dataset of Full USPTO retrosynthesis dataset with 1.9M reactions from patents (1976-2016). Predict the reactants needed to synthesize the given product. (1) The reactants are: [CH3:1][O:2][C:3](=[O:9])[CH2:4][CH2:5]C(O)=O.C1(P([N:24]=[N+]=[N-])(C2C=CC=CC=2)=O)C=CC=CC=1.[NH2:27][C:28]1[C:33]([C:34]([OH:36])=[O:35])=[CH:32][C:31]([Cl:37])=[N:30][CH:29]=1.C[C:39](=[O:43])OCC. Given the product [Cl:37][C:31]1[CH:32]=[C:33]([C:28]([NH:27][C:39]([NH:24][CH2:5][CH2:4][C:3]([O:2][CH3:1])=[O:9])=[O:43])=[CH:29][N:30]=1)[C:34]([OH:36])=[O:35], predict the reactants needed to synthesize it. (2) Given the product [Cl:24][C:25]1[CH:30]=[CH:29][CH:28]=[CH:27][C:26]=1[C:31]1[CH:35]=[C:34]([CH2:36][N:21]2[CH2:22][CH2:23][CH:18]([CH2:17][O:16][C:12]3[C:11]4[C:7]([C:1]5[CH:2]=[CH:3][CH:4]=[CH:5][CH:6]=5)=[N:8][O:9][C:10]=4[CH:15]=[N:14][N:13]=3)[CH2:19][CH2:20]2)[O:33][N:32]=1, predict the reactants needed to synthesize it. The reactants are: [C:1]1([C:7]2[C:11]3[C:12]([O:16][CH2:17][CH:18]4[CH2:23][CH2:22][NH:21][CH2:20][CH2:19]4)=[N:13][N:14]=[CH:15][C:10]=3[O:9][N:8]=2)[CH:6]=[CH:5][CH:4]=[CH:3][CH:2]=1.[Cl:24][C:25]1[CH:30]=[CH:29][CH:28]=[CH:27][C:26]=1[C:31]1[CH:35]=[C:34]([CH:36]=O)[O:33][N:32]=1. (3) The reactants are: [Si:1]([O:18][CH2:19][C:20]1[CH:21]=[C:22]2[C:26](=[CH:27][C:28]=1[S:29]([CH3:32])(=[O:31])=[O:30])[N:25](S(C)(=O)=O)[C:24]([C:37](=[O:41])[CH:38]([CH3:40])[CH3:39])=[CH:23]2)([C:14]([CH3:17])([CH3:16])[CH3:15])([C:8]1[CH:13]=[CH:12][CH:11]=[CH:10][CH:9]=1)[C:2]1[CH:7]=[CH:6][CH:5]=[CH:4][CH:3]=1.C([O-])([O-])=O.[Cs+].[Cs+]. Given the product [Si:1]([O:18][CH2:19][C:20]1[CH:21]=[C:22]2[C:26](=[CH:27][C:28]=1[S:29]([CH3:32])(=[O:30])=[O:31])[NH:25][C:24]([C:37](=[O:41])[CH:38]([CH3:39])[CH3:40])=[CH:23]2)([C:14]([CH3:17])([CH3:16])[CH3:15])([C:8]1[CH:13]=[CH:12][CH:11]=[CH:10][CH:9]=1)[C:2]1[CH:7]=[CH:6][CH:5]=[CH:4][CH:3]=1, predict the reactants needed to synthesize it. (4) Given the product [F:25][C:4]1[C:5]([CH3:24])=[C:6]([C:9]2[CH:10]=[N:11][N:12]([C:15]3[CH:23]=[CH:22][C:18]([C:19]([N:31]4[CH2:32][CH2:33][CH:28]([O:27][CH3:26])[CH2:29][CH2:30]4)=[O:20])=[CH:17][N:16]=3)[C:13]=2[OH:14])[CH:7]=[CH:8][C:3]=1[C:1]#[N:2], predict the reactants needed to synthesize it. The reactants are: [C:1]([C:3]1[CH:8]=[CH:7][C:6]([C:9]2[CH:10]=[N:11][N:12]([C:15]3[CH:23]=[CH:22][C:18]([C:19](O)=[O:20])=[CH:17][N:16]=3)[C:13]=2[OH:14])=[C:5]([CH3:24])[C:4]=1[F:25])#[N:2].[CH3:26][O:27][CH:28]1[CH2:33][CH2:32][NH:31][CH2:30][CH2:29]1.